Dataset: Forward reaction prediction with 1.9M reactions from USPTO patents (1976-2016). Task: Predict the product of the given reaction. (1) The product is: [F:6][C:7]1[CH:12]=[C:11]([F:13])[CH:10]=[C:9]2[C:8]=1[CH:17]=[CH:16][C:15](=[O:22])[NH:14]2. Given the reactants OS(O)(=O)=O.[F:6][C:7]1[CH:8]=[C:9]([NH:14][C:15](=[O:22])[CH2:16][CH:17](OC)OC)[CH:10]=[C:11]([F:13])[CH:12]=1, predict the reaction product. (2) Given the reactants C(O[C:4]([C:6]1[C:7]2[S:15][CH:14]=[C:13]([CH2:16][O:17][C:18]3[CH:23]=[CH:22][CH:21]=[C:20]([S:24]([CH2:27][C:28]4[CH:33]=[CH:32][CH:31]=[CH:30][CH:29]=4)(=[O:26])=[O:25])[CH:19]=3)[C:8]=2[C:9]([NH2:12])=[N:10][CH:11]=1)=[O:5])C.[CH2:34]([CH2:36][NH2:37])[OH:35], predict the reaction product. The product is: [OH:35][CH2:34][CH2:36][NH:37][C:4]([C:6]1[C:7]2[S:15][CH:14]=[C:13]([CH2:16][O:17][C:18]3[CH:23]=[CH:22][CH:21]=[C:20]([S:24]([CH2:27][C:28]4[CH:33]=[CH:32][CH:31]=[CH:30][CH:29]=4)(=[O:25])=[O:26])[CH:19]=3)[C:8]=2[C:9]([NH2:12])=[N:10][CH:11]=1)=[O:5]. (3) The product is: [CH3:28][O:27][C:24]1[CH:25]=[CH:26][C:21]([CH2:20][C:19]([NH:18][C:15]2[CH:16]=[CH:17][C:12]([C:11]([N:10]([CH2:35][C:36]([O:38][C:39]([CH3:41])([CH3:40])[CH3:42])=[O:37])[CH2:9][C:8]3[CH:7]=[CH:6][C:5]([C:3]4[N:4]=[C:54]([C:55]5[CH:60]=[CH:59][C:58]([C:61]6[CH:66]=[CH:65][C:64]([CH3:67])=[CH:63][CH:62]=6)=[CH:57][CH:56]=5)[O:1][N:2]=4)=[CH:44][CH:43]=3)=[O:34])=[CH:13][CH:14]=2)=[O:33])=[C:22]([C:29]([F:31])([F:30])[F:32])[CH:23]=1. Given the reactants [OH:1][NH:2][C:3]([C:5]1[CH:44]=[CH:43][C:8]([CH2:9][N:10]([CH2:35][C:36]([O:38][C:39]([CH3:42])([CH3:41])[CH3:40])=[O:37])[C:11](=[O:34])[C:12]2[CH:17]=[CH:16][C:15]([NH:18][C:19](=[O:33])[CH2:20][C:21]3[CH:26]=[CH:25][C:24]([O:27][CH3:28])=[CH:23][C:22]=3[C:29]([F:32])([F:31])[F:30])=[CH:14][CH:13]=2)=[CH:7][CH:6]=1)=[NH:4].CCN(C(C)C)C(C)C.[CH3:54][C:55]1[CH:60]=[CH:59][C:58]([C:61]2[CH:66]=[CH:65][C:64]([C:67](Cl)=O)=[CH:63][CH:62]=2)=[CH:57][CH:56]=1, predict the reaction product. (4) Given the reactants [CH3:1][O:2][C:3]1[C:8]([N+:9]([O-:11])=[O:10])=[CH:7][CH:6]=[CH:5][C:4]=1B1OC(C)(C)C(C)(C)O1.Br[C:22]1[S:26][C:25]([C:27]([OH:29])=[O:28])=[CH:24][CH:23]=1.C(=O)([O-])[O-].[Na+].[Na+], predict the reaction product. The product is: [CH3:1][O:2][C:3]1[C:8]([N+:9]([O-:11])=[O:10])=[CH:7][CH:6]=[CH:5][C:4]=1[C:22]1[S:26][C:25]([C:27]([OH:29])=[O:28])=[CH:24][CH:23]=1. (5) Given the reactants [OH:1][C@@:2]1([C:13]([OH:15])=[O:14])[C:10]2[CH:9]=[CH:8][S:7][C:6]=2[C@@H:5]([OH:11])[C@H:4]([OH:12])[CH2:3]1.[K+].[Br-].[CH2:18]1[CH2:22]OC[CH2:19]1, predict the reaction product. The product is: [OH:1][C@@:2]1([C:13]([OH:15])=[O:14])[C:10]2[CH:9]=[C:8](/[CH:19]=[CH:18]/[CH3:22])[S:7][C:6]=2[C@@H:5]([OH:11])[C@H:4]([OH:12])[CH2:3]1. (6) Given the reactants [Cl:1][C:2]1[N:7]=[C:6]([C:8]2[S:12][C:11]([N:13]3[CH2:18][CH2:17][O:16][CH2:15][CH2:14]3)=[N:10][C:9]=2[C:19]2[C:20]([F:26])=[C:21]([CH:23]=[CH:24][CH:25]=2)[NH2:22])[CH:5]=[CH:4][N:3]=1.[CH:27]1([S:33](Cl)(=[O:35])=[O:34])[CH2:32][CH2:31][CH2:30][CH2:29][CH2:28]1, predict the reaction product. The product is: [Cl:1][C:2]1[N:7]=[C:6]([C:8]2[S:12][C:11]([N:13]3[CH2:14][CH2:15][O:16][CH2:17][CH2:18]3)=[N:10][C:9]=2[C:19]2[C:20]([F:26])=[C:21]([NH:22][S:33]([CH:27]3[CH2:32][CH2:31][CH2:30][CH2:29][CH2:28]3)(=[O:35])=[O:34])[CH:23]=[CH:24][CH:25]=2)[CH:5]=[CH:4][N:3]=1.